Dataset: NCI-60 drug combinations with 297,098 pairs across 59 cell lines. Task: Regression. Given two drug SMILES strings and cell line genomic features, predict the synergy score measuring deviation from expected non-interaction effect. Drug 1: CC(C1=C(C=CC(=C1Cl)F)Cl)OC2=C(N=CC(=C2)C3=CN(N=C3)C4CCNCC4)N. Drug 2: CC1=C2C(C(=O)C3(C(CC4C(C3C(C(C2(C)C)(CC1OC(=O)C(C(C5=CC=CC=C5)NC(=O)C6=CC=CC=C6)O)O)OC(=O)C7=CC=CC=C7)(CO4)OC(=O)C)O)C)OC(=O)C. Cell line: HCC-2998. Synergy scores: CSS=48.3, Synergy_ZIP=2.36, Synergy_Bliss=2.38, Synergy_Loewe=-21.6, Synergy_HSA=3.27.